From a dataset of Experimentally validated miRNA-target interactions with 360,000+ pairs, plus equal number of negative samples. Binary Classification. Given a miRNA mature sequence and a target amino acid sequence, predict their likelihood of interaction. (1) The miRNA is hsa-miR-1229-5p with sequence GUGGGUAGGGUUUGGGGGAGAGCG. The protein sequence of the target gene is MSSSYYVNALFSKYTAGASLFQNAEPTSCSFAPNSQRSGYGAGAGAFASTVPGLYNVNSPLYQSPFASGYGLGADAYGNLPCASYDQNIPGLCSDLAKGACDKTDEGALHGAAEANFRIYPWMRSSGPDRKRGRQTYTRYQTLELEKEFHFNRYLTRRRRIEIAHALCLTERQIKIWFQNRRMKWKKEHKDEGPTAAAAPEGAVPSAAATAAADKADEEDDDEEEEDEEE. Result: 1 (interaction). (2) The protein sequence of the target gene is MAQRYDELPHYGGMDGVGVPASMYGDPHAPRPIPPVHHLNHGPPLHATQHYGAHAPHPNVMPASMGSAVNDALKRDKDAIYGHPLFPLLALVFEKCELATCTPREPGVAGGDVCSSDSFNEDIAVFAKQVRAEKPLFSSNPELDNLMIQAIQVLRFHLLELEKVHELCDNFCHRYISCLKGKMPIDLVIDERDGSSKSDHEELSGSSTNLADHNPSSWRDHDDATSTHSAGTPGPSSGGHASQSGDNSSEQGDGLDNSVASPGTGDDDDPDKDKKRQKKRGIFPKVATNIMRAWLFQHLT.... The miRNA is mmu-miR-335-3p with sequence UUUUUCAUUAUUGCUCCUGACC. Result: 1 (interaction). (3) Result: 0 (no interaction). The protein sequence of the target gene is MATDDSIIVLDDDDEDEAAAQPGPSNLPPNPASTGPGPGLSQQATGLSEPRVDGGSSNSGSRKCYKLDNEKLFEEFLELCKTETSDHPEVVPFLHKLQQRAQSVFLASAEFCNILSRVLARSRKRPAKIYVYINELCTVLKAHSIKKKLNLAPAASTTSEASGPNPPTEPPSDLTNTENTASEASRTRGSRRQIQRLEQLLALYVAEIRRLQEKELDLSELDDPDSSYLQEARLKRKLIRLFGRLCELKDCSSLTGRVIEQRIPYRGTRYPEVNRRIERLINKPGLDTFPDYGDVLRAVE.... The miRNA is hsa-miR-3197 with sequence GGAGGCGCAGGCUCGGAAAGGCG. (4) The miRNA is hsa-miR-603 with sequence CACACACUGCAAUUACUUUUGC. Result: 1 (interaction). The protein sequence of the target gene is MRPAFALCLLWQALWPGPGGGEHPTADRAGCSASGACYSLHHATMKRQAAEEACILRGGALSTVRAGAELRAVLALLRAGPGPGGGSKDLLFWVALERRRSHCTLENEPLRGFSWLSSDPGGLESDTLQWVEEPQRSCTARRCAVLQATGGVEPAGWKEMRCHLRANGYLCKYQFEVLCPAPRPGAASNLSYRAPFQLHSAALDFSPPGTEVSALCRGQLPISVTCIADEIGARWDKLSGDVLCPCPGRYLRAGKCAELPNCLDDLGGFACECATGFELGKDGRSCVTSGEGQPTLGGTG.... (5) The miRNA is hsa-miR-4790-3p with sequence UGAAUGGUAAAGCGAUGUCACA. The protein sequence of the target gene is MSGGEQKPERYYVGVDVGTGSVRAALVDQSGVLLAFADQPIKNWEPQFNHHEQSSEDIWAACCVVTKKVVQGIDLNQIRGLGFDATCSLVVLDKQFHPLPVNQEGDSHRNVIMWLDHRAVSQVNRINETKHSVLQYVGGVMSVEMQAPKLLWLKENLREICWDKAGHFFDLPDFLSWKATGVTARSLCSLVCKWTYSAEKGWDDSFWKMIGLEDFVADNYSKIGNQVLPPGASLGNGLTPEAARDLGLLPGIAVAASLIDAHAGGLGVIGADVRGHGLICEGQPVTSRLAVICGTSSCHM.... Result: 0 (no interaction). (6) The miRNA is hsa-miR-4273 with sequence GUGUUCUCUGAUGGACAG. The protein sequence of the target gene is MRPVALLLLPSLLALLAHGLSLEAPTVGKGQAPGIEETDGELTAAPTPEQPERGVHFVTTAPTLKLLNHHPLLEEFLQEGLEKGDEELRPALPFQPDPPAPFTPSPLPRLANQDSRPVFTSPTPAMAAVPTQPQSKEGPWSPESESPMLRITAPLPPGPSMAVPTLGPGEIASTTPPSRAWTPTQEGPGDMGRPWVAEVVSQGAGIGIQGTITSSTASGDDEETTTTTTIITTTITTVQTPGPCSWNFSGPEGSLDSPTDLSSPTDVGLDCFFYISVYPGYGVEIKVQNISLREGETVTV.... Result: 1 (interaction). (7) The miRNA is hsa-miR-93-5p with sequence CAAAGUGCUGUUCGUGCAGGUAG. The protein sequence of the target gene is MSNEVETSATNGQPDQQAAPKAPSKKEKKKGPEKTDEYLLARFKGDGVKYKAKLIGIDDVPDARGDKMSQDSMMKLKGMAAAGRSQGQHKQRIWVNISLSGIKIIDEKTGVIEHEHPVNKISFIARDVTDNRAFGYVCGGEGQHQFFAIKTGQQAEPLVVDLKDLFQVIYNVKKKEEEKKKIEEASKAVENGSEALMILDDQTNKLKSGVDQMDLFGDMSTPPDLNSPTESKDILLVDLNSEIDTNQNSLRENPFLTNGITSCSLPRPTPQASFLPENAFSANLNFFPTPNPDPFRDDPF.... Result: 1 (interaction). (8) The miRNA is hsa-miR-409-3p with sequence GAAUGUUGCUCGGUGAACCCCU. The protein sequence of the target gene is MHLHQVLTGAVNPGDNCYSVGSVGDVPFTAYGSGCDIVILASDFECVQIIPGAKHGNIQVSCVECSNQHGRVAASYGNAVCIFEPLGVNSHKRNSQLKCQWLKTGQFFLSSVTYNLAWDPQDNRLLTATDSIQLWAPPGGDILEEEEDVDNRAPPVLNDWKCIWQCKTSVSVHLMEWSPDGEYFATAGKDDCLLKVWYPMTGWKSSIIPQDPHEVKRRRASTQFSFVYLAHPRAVTGFSWRKTSKYMPRGSVCNVLLTSCHDGVCRLWAETLLPEDCLLGEQICETTTSSVASNLSSAGK.... Result: 0 (no interaction). (9) The miRNA is rno-miR-320-3p with sequence AAAAGCUGGGUUGAGAGGGCGA. The protein sequence of the target gene is MDSFDLALLQEWDLESLCVYEPDRNALRRKERERRNQETQQDDGTFNSSYSLFSEPYKTNKGDELSNRIQNTLGNYDEMKDFLTDRSNQSHLVGVPKPGVPQTPVNKIDEHFVADSRAQNQPSSICSTTTSTPAAVPVQQSKRGTMGWQKAGHPPSDGQQRATQQGSLRTLLGDGVGRQQPRAKQVCNVEVGLQTQERPPAMAAKHSSSGHCVQNFPPSLASKPSLVQQKPTAYVRPMDGQDQAPDESPKLKSSSETSVHCTSYRGVPASKPEPARAKAKLSKFSIPKQGEESRSGETNS.... Result: 0 (no interaction).